This data is from Full USPTO retrosynthesis dataset with 1.9M reactions from patents (1976-2016). The task is: Predict the reactants needed to synthesize the given product. Given the product [CH:2]1([CH2:5][O:6][C:7]2[CH:12]=[C:11]([F:13])[CH:10]=[CH:9][C:8]=2[C:14]2[C:15]3[NH:22][C:21]([CH3:23])=[C:20]([C:24]([NH:26][C@H:27]4[C@H:31]([OH:32])[CH2:30][N:29]([C:33](=[O:36])[CH2:34][CH3:35])[CH2:28]4)=[O:25])[C:16]=3[N:17]=[CH:18][N:19]=2)[CH2:4][CH2:3]1, predict the reactants needed to synthesize it. The reactants are: Cl.[CH:2]1([CH2:5][O:6][C:7]2[CH:12]=[C:11]([F:13])[CH:10]=[CH:9][C:8]=2[C:14]2[C:15]3[NH:22][C:21]([CH3:23])=[C:20]([C:24]([NH:26][C@H:27]4[C@H:31]([OH:32])[CH2:30][NH:29][CH2:28]4)=[O:25])[C:16]=3[N:17]=[CH:18][N:19]=2)[CH2:4][CH2:3]1.[C:33](Cl)(=[O:36])[CH2:34][CH3:35].